The task is: Predict the reactants needed to synthesize the given product.. This data is from Full USPTO retrosynthesis dataset with 1.9M reactions from patents (1976-2016). (1) Given the product [CH:10]1([CH2:9][O:8][C:7]2[C:2]([C:27]3[C:26]4[C:21](=[CH:22][CH:23]=[CH:24][CH:25]=4)[C:20](=[O:38])[N:19]([CH3:18])[CH:28]=3)=[N:3][C:4]([CH2:13][S:14]([CH3:17])(=[O:16])=[O:15])=[N:5][CH:6]=2)[CH2:12][CH2:11]1, predict the reactants needed to synthesize it. The reactants are: Cl[C:2]1[C:7]([O:8][CH2:9][CH:10]2[CH2:12][CH2:11]2)=[CH:6][N:5]=[C:4]([CH2:13][S:14]([CH3:17])(=[O:16])=[O:15])[N:3]=1.[CH3:18][N:19]1[CH:28]=[C:27](B2OC(C)(C)C(C)(C)O2)[C:26]2[C:21](=[CH:22][CH:23]=[CH:24][CH:25]=2)[C:20]1=[O:38].[O-]P([O-])([O-])=O.[K+].[K+].[K+].N#N. (2) Given the product [Br:29][C:27]1[CH:26]=[CH:25][C:15]2[C:16](=[O:17])[NH:18][C:2]3[C:3]([C:14]=2[CH:28]=1)=[C:4]([O:9][CH2:10][CH2:11][CH2:12][CH3:13])[N:5]=[C:6]([CH3:8])[CH:7]=3, predict the reactants needed to synthesize it. The reactants are: N[C:2]1[CH:7]=[C:6]([CH3:8])[N:5]=[C:4]([O:9][CH2:10][CH2:11][CH2:12][CH3:13])[C:3]=1[C:14]1[CH:28]=[C:27]([Br:29])[CH:26]=[CH:25][C:15]=1[C:16]([N:18](C(C)C)C(C)C)=[O:17].C[Si]([N-][Si](C)(C)C)(C)C.[Na+]. (3) Given the product [CH:4]1([CH2:3][N:7]2[C:19]3[CH2:18][CH2:17][CH:16]([CH:20]4[CH2:25][CH2:24][O:23][CH2:22][CH2:21]4)[CH2:15][C:14]=3[C:13]3[C:8]2=[CH:9][CH:10]=[C:11]([C:26]([OH:28])=[O:27])[CH:12]=3)[CH2:5][CH2:6]1, predict the reactants needed to synthesize it. The reactants are: [OH-].[Li+].[CH:3]1([N:7]2[C:19]3[CH2:18][CH2:17][CH:16]([CH:20]4[CH2:25][CH2:24][O:23][CH2:22][CH2:21]4)[CH2:15][C:14]=3[C:13]3[C:8]2=[CH:9][CH:10]=[C:11]([C:26]([O:28]C)=[O:27])[CH:12]=3)[CH2:6][CH2:5][CH2:4]1.Cl. (4) Given the product [CH3:25][C:26]1[CH:31]=[C:30]([CH3:32])[NH:29][C:28](=[O:33])[C:27]=1[CH2:34][NH:36][C:21]([C:3]1[C:4]2[CH:9]=[CH:8][N:7]([CH3:10])[C:6](=[O:11])[C:5]=2[N:12]([CH:13]([C:15]2[CH:16]=[CH:17][CH:18]=[CH:19][CH:20]=2)[CH3:14])[C:2]=1[CH3:1])=[O:22], predict the reactants needed to synthesize it. The reactants are: [CH3:1][C:2]1[N:12]([CH:13]([C:15]2[CH:20]=[CH:19][CH:18]=[CH:17][CH:16]=2)[CH3:14])[C:5]2[C:6](=[O:11])[N:7]([CH3:10])[CH:8]=[CH:9][C:4]=2[C:3]=1[C:21](O)=[O:22].N[CH2:25][C:26]1[CH:31]=[C:30]([CH3:32])[NH:29][C:28](=[O:33])[C:27]=1[CH3:34].C[N:36](C(ON1N=NC2C=CC=NC1=2)=[N+](C)C)C.F[P-](F)(F)(F)(F)F.C(N(CC)CC)C. (5) The reactants are: Cl[C:2]1[N:7]=[N:6][C:5]([NH:8][C:9]2[CH:14]=[CH:13][C:12]([I:15])=[CH:11][C:10]=2[F:16])=[C:4]([C:17]([OH:19])=[O:18])[CH:3]=1.[CH3:20][O-:21].[Na+]. Given the product [F:16][C:10]1[CH:11]=[C:12]([I:15])[CH:13]=[CH:14][C:9]=1[NH:8][C:5]1[N:6]=[N:7][C:2]([O:21][CH3:20])=[CH:3][C:4]=1[C:17]([OH:19])=[O:18], predict the reactants needed to synthesize it. (6) Given the product [CH3:19][C:20]1[C:25](=[C:26]2[C:27]([CH3:46])=[CH:28][C:29](=[CH:33][CH:34]=[C:35]3[CH:40]=[CH:39][C:38](=[C:41]([C:42]#[N:43])[C:44]#[N:45])[CH:37]=[CH:36]3)[CH:30]=[C:31]2[CH3:32])[C:24]([CH3:47])=[CH:23][N:22]([CH2:9][CH:10]([CH2:16][CH2:17][CH3:18])[CH2:11][CH2:12][CH2:13][CH2:14][CH3:15])[CH:21]=1, predict the reactants needed to synthesize it. The reactants are: O([CH2:9][CH:10]([CH2:16][CH2:17][CH3:18])[CH2:11][CH2:12][CH2:13][CH2:14][CH3:15])S(C(F)(F)F)(=O)=O.[CH3:19][C:20]1[CH:21]=[N:22][CH:23]=[C:24]([CH3:47])[C:25]=1[C:26]1[C:31]([CH3:32])=[CH:30][C:29]([CH:33]=[CH:34][C:35]2[CH:40]=[CH:39][C:38]([CH:41]([C:44]#[N:45])[C:42]#[N:43])=[CH:37][CH:36]=2)=[CH:28][C:27]=1[CH3:46].C[O-].[Na+]. (7) Given the product [CH2:1]([N:3]1[C:4]2[CH:8]=[C:7]([C:9]3[CH:14]=[CH:13][N:12]=[CH:11][CH:10]=3)[S:6][C:5]=2[C:15](=[O:16])[NH:17][C:18]21[CH2:22][CH2:21][CH2:20][CH2:19]2)[CH3:2], predict the reactants needed to synthesize it. The reactants are: [CH2:1]([NH:3][C:4]1[CH:8]=[C:7]([C:9]2[CH:14]=[CH:13][N:12]=[CH:11][CH:10]=2)[S:6][C:5]=1[C:15]([NH2:17])=[O:16])[CH3:2].[C:18]1(=O)[CH2:22][CH2:21][CH2:20][CH2:19]1.O.C1(C)C=CC(S(O)(=O)=O)=CC=1.C(=O)([O-])O.[Na+].